This data is from Forward reaction prediction with 1.9M reactions from USPTO patents (1976-2016). The task is: Predict the product of the given reaction. The product is: [CH:12]1[N:13]=[CH:14][CH:15]=[C:10]2[C:11]=1[C:16]1[CH:30]=[CH:29][CH:28]=[CH:27][C:17]=1[C:18](=[O:19])[NH:20]2. Given the reactants C([N-]C(C)C)(C)C.[Li+].N[C:10]1[CH:15]=[CH:14][N:13]=[CH:12][C:11]=1[C:16]1[CH:30]=[CH:29][CH:28]=[CH:27][C:17]=1[C:18]([N:20](C(C)C)C(C)C)=[O:19], predict the reaction product.